This data is from HIV replication inhibition screening data with 41,000+ compounds from the AIDS Antiviral Screen. The task is: Binary Classification. Given a drug SMILES string, predict its activity (active/inactive) in a high-throughput screening assay against a specified biological target. (1) The molecule is Oc1cc(NNc2ccc(F)cc2)nc(O)n1. The result is 0 (inactive). (2) The molecule is O=C(CCc1ccccc1)On1c(-c2ccccc2)nc2ccccc2c1=S. The result is 0 (inactive). (3) The molecule is COc1cc(C2C(Cl)C(=O)N2NC(=O)c2ccc(N)cc2)ccc1O. The result is 0 (inactive). (4) The drug is O=C1C2C3CC4C5C3C1C5C1(SCCS1)C42. The result is 0 (inactive).